From a dataset of Peptide-MHC class I binding affinity with 185,985 pairs from IEDB/IMGT. Regression. Given a peptide amino acid sequence and an MHC pseudo amino acid sequence, predict their binding affinity value. This is MHC class I binding data. (1) The peptide sequence is YVIRHVDGKI. The MHC is HLA-A02:01 with pseudo-sequence HLA-A02:01. The binding affinity (normalized) is 0.163. (2) The MHC is HLA-A68:01 with pseudo-sequence HLA-A68:01. The peptide sequence is ISEKETLNEY. The binding affinity (normalized) is 0.0331. (3) The peptide sequence is FYLFTFTIY. The MHC is HLA-B39:01 with pseudo-sequence HLA-B39:01. The binding affinity (normalized) is 0.0847.